The task is: Predict the reaction yield, written as a fraction of the theoretical maximum amount of product (1.0 means a 100% yield; for example, 0.34 means a 34% yield).. This data is from Reaction yield outcomes from USPTO patents with 853,638 reactions. (1) The reactants are Br[C:2]1[C:3]([N:22]([CH2:27][CH2:28][CH2:29][F:30])[S:23]([CH3:26])(=[O:25])=[O:24])=[CH:4][C:5]2[O:9][C:8]([C:10]3[CH:15]=[CH:14][C:13]([F:16])=[CH:12][CH:11]=3)=[C:7]([C:17]([NH:19][CH3:20])=[O:18])[C:6]=2[CH:21]=1.[O-]P([O-])([O-])=O.[K+].[K+].[K+].[CH3:39][O:40][C:41]1[CH:46]=[CH:45][C:44](B2OC(C)(C)C(C)(C)O2)=[CH:43][C:42]=1[C:56]1[O:64][C:63]2[C:58](=[N:59][CH:60]=[CH:61][CH:62]=2)[CH:57]=1. The catalyst is CN(C=O)C.C1C=CC(P(C2C=CC=CC=2)[C-]2C=CC=C2)=CC=1.C1C=CC(P(C2C=CC=CC=2)[C-]2C=CC=C2)=CC=1.Cl[Pd]Cl.[Fe+2]. The product is [F:16][C:13]1[CH:14]=[CH:15][C:10]([C:8]2[O:9][C:5]3[CH:4]=[C:3]([N:22]([CH2:27][CH2:28][CH2:29][F:30])[S:23]([CH3:26])(=[O:25])=[O:24])[C:2]([C:44]4[CH:45]=[CH:46][C:41]([O:40][CH3:39])=[C:42]([C:56]5[O:64][C:63]6[C:58](=[N:59][CH:60]=[CH:61][CH:62]=6)[CH:57]=5)[CH:43]=4)=[CH:21][C:6]=3[C:7]=2[C:17]([NH:19][CH3:20])=[O:18])=[CH:11][CH:12]=1. The yield is 0.230. (2) The reactants are [C:1]([C:5]1[CH:9]=[C:8]([NH:10][C:11](=[O:19])OC2C=CC=CC=2)[N:7]([C:20]2[CH:25]=[CH:24][C:23]([CH3:26])=[CH:22][CH:21]=2)[N:6]=1)([CH3:4])([CH3:3])[CH3:2].[CH3:27][O:28][C:29]1[CH:30]=[C:31]2[C:36](=[CH:37][C:38]=1[O:39][CH3:40])[N:35]=[CH:34][N:33]=[C:32]2[O:41][C:42]1[CH:43]=[C:44]([CH:46]=[CH:47][CH:48]=1)[NH2:45]. The catalyst is CN(C1C=CN=CC=1)C.C1COCC1. The product is [C:1]([C:5]1[CH:9]=[C:8]([NH:10][C:11]([NH:45][C:44]2[CH:46]=[CH:47][CH:48]=[C:42]([O:41][C:32]3[C:31]4[C:36](=[CH:37][C:38]([O:39][CH3:40])=[C:29]([O:28][CH3:27])[CH:30]=4)[N:35]=[CH:34][N:33]=3)[CH:43]=2)=[O:19])[N:7]([C:20]2[CH:25]=[CH:24][C:23]([CH3:26])=[CH:22][CH:21]=2)[N:6]=1)([CH3:2])([CH3:3])[CH3:4]. The yield is 0.820. (3) The yield is 0.870. The reactants are [N:1]([CH2:4][C:5]1[CH:10]=[CH:9][C:8]([C:11]2[CH:16]=[CH:15][C:14]([N:17]3[CH2:21][CH:20]([CH2:22][NH:23][C:24](=[O:26])[CH3:25])[O:19][C:18]3=[O:27])=[CH:13][C:12]=2[F:28])=[CH:7][CH:6]=1)=[N+]=[N-].C1(P(C2C=CC=CC=2)C2C=CC=CC=2)C=CC=CC=1.O. The product is [NH2:1][CH2:4][C:5]1[CH:10]=[CH:9][C:8]([C:11]2[CH:16]=[CH:15][C:14]([N:17]3[CH2:21][CH:20]([CH2:22][NH:23][C:24](=[O:26])[CH3:25])[O:19][C:18]3=[O:27])=[CH:13][C:12]=2[F:28])=[CH:7][CH:6]=1. The catalyst is O1CCCC1. (4) The reactants are [CH3:1][C:2]1[CH:3]=[C:4]([OH:8])[CH:5]=[CH:6][CH:7]=1.Cl[Sn](Cl)(Cl)Cl.[CH2:14]=[O:15].Cl. The catalyst is C1(C)C=CC=CC=1.O. The product is [OH:8][C:4]1[CH:3]=[C:2]([CH3:1])[CH:7]=[CH:6][C:5]=1[CH:14]=[O:15]. The yield is 0.250. (5) The reactants are [CH2:1]([O:8][C:9]([NH:11][C@H:12]1[CH2:16][CH2:15][N:14]([C@H:17]2[CH2:22][CH2:21][C@@H:20]([NH:23]O)[CH2:19][C@H:18]2[NH:25][C:26](=[O:34])[O:27][CH2:28][CH2:29][Si:30]([CH3:33])([CH3:32])[CH3:31])[C:13]1=[O:35])=[O:10])[C:2]1[CH:7]=[CH:6][CH:5]=[CH:4][CH:3]=1.C[Mg+].[Br-]. The catalyst is CC(C)=O. The product is [CH2:1]([O:8][C:9]([NH:11][C@H:12]1[CH2:16][CH2:15][N:14]([C@H:17]2[CH2:22][CH2:21][C@@H:20]([NH:23][C:2]([CH3:7])([CH3:3])[CH3:1])[CH2:19][C@H:18]2[NH:25][C:26](=[O:34])[O:27][CH2:28][CH2:29][Si:30]([CH3:33])([CH3:32])[CH3:31])[C:13]1=[O:35])=[O:10])[C:2]1[CH:7]=[CH:6][CH:5]=[CH:4][CH:3]=1. The yield is 0.420. (6) The reactants are Cl[C:2]1[C:7]([C:8]([F:11])([F:10])[F:9])=[CH:6][N:5]=[C:4]([NH:12][C:13]2[CH:18]=[CH:17][C:16]([P:19]([CH3:22])([CH3:21])=[O:20])=[CH:15][CH:14]=2)[N:3]=1.C(N(CC)CC)C.[NH2:30][N:31]1[CH2:36][CH2:35][N:34]([CH3:37])[CH2:33][CH2:32]1. The catalyst is C(O)C. The product is [CH3:21][P:19]([C:16]1[CH:17]=[CH:18][C:13]([NH:12][C:4]2[N:3]=[C:2]([NH:30][N:31]3[CH2:36][CH2:35][N:34]([CH3:37])[CH2:33][CH2:32]3)[C:7]([C:8]([F:11])([F:10])[F:9])=[CH:6][N:5]=2)=[CH:14][CH:15]=1)([CH3:22])=[O:20]. The yield is 0.340.